This data is from Full USPTO retrosynthesis dataset with 1.9M reactions from patents (1976-2016). The task is: Predict the reactants needed to synthesize the given product. (1) The reactants are: C(O)=O.[NH2:4][CH2:5][CH2:6][C:7]1[CH:31]=[CH:30][C:10]([NH:11][CH:12]2[CH2:17][CH2:16][N:15]([C:18]([NH:20][CH2:21][C:22]3[CH:27]=[CH:26][C:25]([F:28])=[CH:24][C:23]=3[F:29])=[O:19])[CH2:14][CH2:13]2)=[CH:9][CH:8]=1.C([Si]([O:49][C:50]1[CH:55]=[CH:54][C:53]([O:56][CH2:57][CH:58]2[CH2:60][O:59]2)=[CH:52][CH:51]=1)(C1C=CC=CC=1)C1C=CC=CC=1)(C)(C)C. Given the product [F:29][C:23]1[CH:24]=[C:25]([F:28])[CH:26]=[CH:27][C:22]=1[CH2:21][NH:20][C:18]([N:15]1[CH2:16][CH2:17][CH:12]([NH:11][C:10]2[CH:9]=[CH:8][C:7]([CH2:6][CH2:5][NH:4][CH2:60][C@H:58]([OH:59])[CH2:57][O:56][C:53]3[CH:54]=[CH:55][C:50]([OH:49])=[CH:51][CH:52]=3)=[CH:31][CH:30]=2)[CH2:13][CH2:14]1)=[O:19], predict the reactants needed to synthesize it. (2) Given the product [NH2:1][C:4]1[C:5]([O:18][CH3:19])=[C:6]([C:10]2[CH:11]=[C:12]([C:15]([OH:17])=[O:16])[S:13][CH:14]=2)[CH:7]=[CH:8][CH:9]=1, predict the reactants needed to synthesize it. The reactants are: [N+:1]([C:4]1[C:5]([O:18][CH3:19])=[C:6]([C:10]2[CH:11]=[C:12]([C:15]([OH:17])=[O:16])[S:13][CH:14]=2)[CH:7]=[CH:8][CH:9]=1)([O-])=O.C([O-])=O.[NH4+]. (3) Given the product [F:22][C:23]1[CH:31]=[CH:30][C:26]([C:27]2[S:8][C:7]3[N:6]=[CH:5][N:4]=[C:3]([N:9]4[CH2:10][CH2:11][NH:12][CH2:13][CH2:14]4)[C:2]=3[N:1]=2)=[CH:25][CH:24]=1, predict the reactants needed to synthesize it. The reactants are: [NH2:1][C:2]1[C:3]([N:9]2[CH2:14][CH2:13][N:12](C(OC(C)(C)C)=O)[CH2:11][CH2:10]2)=[N:4][CH:5]=[N:6][C:7]=1[SH:8].[F:22][C:23]1[CH:31]=[CH:30][C:26]([C:27](O)=O)=[CH:25][CH:24]=1. (4) Given the product [F:16][C:2]([F:15])([F:1])[C:3]1[CH:4]=[C:5]2[C:9](=[CH:10][CH:11]=1)[NH:8][C:7]([C:12]([O:14][CH3:22])=[O:13])=[CH:6]2, predict the reactants needed to synthesize it. The reactants are: [F:1][C:2]([F:16])([F:15])[C:3]1[CH:4]=[C:5]2[C:9](=[CH:10][CH:11]=1)[NH:8][C:7]([C:12]([OH:14])=[O:13])=[CH:6]2.S(=O)(=O)(O)O.[CH3:22]O. (5) Given the product [CH:10]1([C:8]([NH:7][C@@H:3]2[CH2:4][CH2:5][CH2:6][N:1]([CH:24]3[CH2:25][CH2:26][N:21]([C:16]([O:18][CH2:19][CH3:20])=[O:17])[CH2:22][CH2:23]3)[CH2:2]2)=[O:9])[CH2:15][CH2:14][CH2:13][CH2:12][CH2:11]1, predict the reactants needed to synthesize it. The reactants are: [NH:1]1[CH2:6][CH2:5][CH2:4][C@@H:3]([NH:7][C:8]([CH:10]2[CH2:15][CH2:14][CH2:13][CH2:12][CH2:11]2)=[O:9])[CH2:2]1.[C:16]([N:21]1[CH2:26][CH2:25][C:24](=O)[CH2:23][CH2:22]1)([O:18][CH2:19][CH3:20])=[O:17].[N-]=C=O.